This data is from Catalyst prediction with 721,799 reactions and 888 catalyst types from USPTO. The task is: Predict which catalyst facilitates the given reaction. (1) The catalyst class is: 346. Product: [Cl:25][C:26]1[CH:27]=[CH:28][C:29]2[N:33]=[C:32]([C@@H:34]([NH:38][C:2]3[C:3]4[S:23](=[O:24])[CH2:22][CH2:21][C:4]=4[N:5]=[C:6]([N:8]4[CH2:9][CH2:10][N:11]([C:14]5[CH:19]=[CH:18][C:17]([Cl:20])=[CH:16][CH:15]=5)[CH2:12][CH2:13]4)[N:7]=3)[CH2:35][O:36][CH3:37])[NH:31][C:30]=2[CH:39]=1. Reactant: Cl[C:2]1[C:3]2[S:23](=[O:24])[CH2:22][CH2:21][C:4]=2[N:5]=[C:6]([N:8]2[CH2:13][CH2:12][N:11]([C:14]3[CH:19]=[CH:18][C:17]([Cl:20])=[CH:16][CH:15]=3)[CH2:10][CH2:9]2)[N:7]=1.[Cl:25][C:26]1[CH:27]=[CH:28][C:29]2[N:33]=[C:32]([C@@H:34]([NH2:38])[CH2:35][O:36][CH3:37])[NH:31][C:30]=2[CH:39]=1.C(N(C(C)C)CC)(C)C.O. (2) Reactant: [Br:1][C:2]1[CH:10]=[C:9]([F:11])[CH:8]=[C:7]2[C:3]=1[CH2:4][CH2:5][CH:6]2O.O.C1(C)C=CC(S(O)(=O)=O)=CC=1. Product: [Br:1][C:2]1[CH:10]=[C:9]([F:11])[CH:8]=[C:7]2[C:3]=1[CH2:4][CH:5]=[CH:6]2. The catalyst class is: 11. (3) Reactant: [C:1]([C:4]1[C:12]2[CH2:11][CH2:10][N:9](C(OC(C)(C)C)=O)[CH2:8][C:7]=2[S:6][C:5]=1[NH:20][C:21](=[O:29])[C:22]1[CH:27]=[CH:26][CH:25]=[CH:24][C:23]=1[Cl:28])(=[O:3])[NH2:2].[F:30][C:31]([F:36])([F:35])[C:32]([OH:34])=[O:33]. Product: [F:30][C:31]([F:36])([F:35])[C:32]([O-:34])=[O:33].[C:1]([C:4]1[C:12]2[CH2:11][CH2:10][NH2+:9][CH2:8][C:7]=2[S:6][C:5]=1[NH:20][C:21](=[O:29])[C:22]1[CH:27]=[CH:26][CH:25]=[CH:24][C:23]=1[Cl:28])(=[O:3])[NH2:2]. The catalyst class is: 4.